From a dataset of Full USPTO retrosynthesis dataset with 1.9M reactions from patents (1976-2016). Predict the reactants needed to synthesize the given product. (1) Given the product [CH3:6][O:7][C:8]1[CH:13]=[CH:12][CH:11]=[C:10]2[C:9]=1[NH:14][C:1]([CH3:3])=[CH:2]2, predict the reactants needed to synthesize it. The reactants are: [C:1]([Mg]Br)([CH3:3])=[CH2:2].[CH3:6][O:7][C:8]1[CH:13]=[CH:12][CH:11]=[CH:10][C:9]=1[N+:14]([O-])=O.[NH4+].[Cl-]. (2) Given the product [CH2:1]([N:8]([CH2:9][CH:10]([CH2:21][O:22][Si:23]([C:26]([CH3:29])([CH3:28])[CH3:27])([CH3:25])[CH3:24])[CH:11]([C:13]1[CH:18]=[CH:17][C:16]([Cl:19])=[C:15]([F:20])[CH:14]=1)[OH:12])[C:39](=[O:40])[CH2:38][Cl:37])[C:2]1[CH:3]=[CH:4][CH:5]=[CH:6][CH:7]=1, predict the reactants needed to synthesize it. The reactants are: [CH2:1]([NH:8][CH2:9][CH:10]([CH2:21][O:22][Si:23]([C:26]([CH3:29])([CH3:28])[CH3:27])([CH3:25])[CH3:24])[CH:11]([C:13]1[CH:18]=[CH:17][C:16]([Cl:19])=[C:15]([F:20])[CH:14]=1)[OH:12])[C:2]1[CH:7]=[CH:6][CH:5]=[CH:4][CH:3]=1.C(N(CC)CC)C.[Cl:37][CH2:38][C:39](Cl)=[O:40]. (3) Given the product [Cl:1][C:2]1[CH:3]=[C:4]([CH2:17][N:18]2[C:22]([CH3:23])=[CH:21][C:20]([NH2:27])=[N:19]2)[C:5]2[O:9][C:8]([C:10]3[CH:15]=[CH:14][CH:13]=[CH:12][CH:11]=3)=[CH:7][C:6]=2[CH:16]=1, predict the reactants needed to synthesize it. The reactants are: [Cl:1][C:2]1[CH:3]=[C:4]([CH2:17][N:18]2[C:22]([CH3:23])=[CH:21][C:20](C(O)=O)=[N:19]2)[C:5]2[O:9][C:8]([C:10]3[CH:15]=[CH:14][CH:13]=[CH:12][CH:11]=3)=[CH:7][C:6]=2[CH:16]=1.[N-:27]=[N+]=[N-].[Na+]. (4) Given the product [F:6][C:7]1[CH:12]=[CH:11][CH:10]=[CH:9][C:8]=1[C@H:13]1[CH2:22][CH2:21][CH2:20][C@@H:19]2[N:14]1[C:15](=[O:23])[CH:16]([I:32])[CH2:17][CH2:18]2, predict the reactants needed to synthesize it. The reactants are: I[Si](C)(C)C.[F:6][C:7]1[CH:12]=[CH:11][CH:10]=[CH:9][C:8]=1[C@H:13]1[CH2:22][CH2:21][CH2:20][C@@H:19]2[N:14]1[C:15](=[O:23])[CH2:16][CH2:17][CH2:18]2.CN(C)CCN(C)C.[I:32]I.S([O-])([O-])(=O)=S.[Na+].[Na+]. (5) Given the product [Cl:10][CH2:11][C:12]1[O:8][C:3]2[CH:4]=[CH:5][CH:6]=[CH:7][C:2]=2[N:1]=1, predict the reactants needed to synthesize it. The reactants are: [NH2:1][C:2]1[CH:7]=[CH:6][CH:5]=[CH:4][C:3]=1[OH:8].Cl.[Cl:10][CH2:11][C:12](=N)OCC. (6) Given the product [F:41][C:38]1[CH:39]=[CH:40][C:35]([CH2:34][C:31]2[CH:32]=[C:33]3[N:25]([C:23](=[O:24])[CH2:22][N:11]4[CH2:10][C@@H:9]([CH3:44])[NH:8][CH2:13][C@@H:12]4[CH2:14][N:15]4[CH2:20][CH2:19][O:18][CH2:17][C@H:16]4[CH3:21])[CH2:26][C:27]([CH3:43])([CH3:42])[C:28]3=[N:29][CH:30]=2)=[CH:36][CH:37]=1, predict the reactants needed to synthesize it. The reactants are: C(OC([N:8]1[CH2:13][C@H:12]([CH2:14][N:15]2[CH2:20][CH2:19][O:18][CH2:17][C@H:16]2[CH3:21])[N:11]([CH2:22][C:23]([N:25]2[C:33]3[C:28](=[N:29][CH:30]=[C:31]([CH2:34][C:35]4[CH:40]=[CH:39][C:38]([F:41])=[CH:37][CH:36]=4)[CH:32]=3)[C:27]([CH3:43])([CH3:42])[CH2:26]2)=[O:24])[CH2:10][C@H:9]1[CH3:44])=O)(C)(C)C.Cl. (7) Given the product [Cl:1][C:2]1[CH:3]=[CH:4][C:5]([S:8]([C:11]2([C:23]3[CH:28]=[C:27]([F:29])[CH:26]=[CH:25][C:24]=3[F:30])[CH2:16][CH2:15][C:14](=[CH:18][S:19]([CH3:22])(=[O:21])=[O:20])[CH2:13][CH2:12]2)(=[O:9])=[O:10])=[CH:6][CH:7]=1, predict the reactants needed to synthesize it. The reactants are: [Cl:1][C:2]1[CH:7]=[CH:6][C:5]([S:8]([C:11]2([C:23]3[CH:28]=[C:27]([F:29])[CH:26]=[CH:25][C:24]=3[F:30])[CH2:16][CH2:15][C:14]([CH2:18][S:19]([CH3:22])(=[O:21])=[O:20])(O)[CH2:13][CH2:12]2)(=[O:10])=[O:9])=[CH:4][CH:3]=1.C(N(CC)CC)C.CS(Cl)(=O)=O.N12CCCN=C1CCCCC2. (8) Given the product [C:26]([O:29][CH2:30][C:31]1[C:32]([N:46]2[CH2:58][CH2:57][N:49]3[C:50]4[CH2:51][CH2:52][CH2:53][CH2:54][C:55]=4[CH:56]=[C:48]3[C:47]2=[O:59])=[N:33][CH:34]=[CH:35][C:36]=1[C:2]1[N:3]=[C:4]([NH:10][C:11]2[CH:16]=[CH:15][C:14]([C@@H:17]3[C:22](=[O:23])[N:21]([CH3:24])[CH2:20][CH2:19][N:18]3[CH3:25])=[CH:13][CH:12]=2)[C:5](=[O:9])[N:6]([CH3:8])[CH:7]=1)(=[O:28])[CH3:27], predict the reactants needed to synthesize it. The reactants are: Br[C:2]1[N:3]=[C:4]([NH:10][C:11]2[CH:16]=[CH:15][C:14]([C@@H:17]3[C:22](=[O:23])[N:21]([CH3:24])[CH2:20][CH2:19][N:18]3[CH3:25])=[CH:13][CH:12]=2)[C:5](=[O:9])[N:6]([CH3:8])[CH:7]=1.[C:26]([O:29][CH2:30][C:31]1[C:32]([N:46]2[CH2:58][CH2:57][N:49]3[C:50]4[CH2:51][CH2:52][CH2:53][CH2:54][C:55]=4[CH:56]=[C:48]3[C:47]2=[O:59])=[N:33][CH:34]=[CH:35][C:36]=1B1OC(C)(C)C(C)(C)O1)(=[O:28])[CH3:27].CC([O-])=O.[Na+].[O-]P([O-])([O-])=O.[K+].[K+].[K+]. (9) Given the product [Si:1]([O:8][C@@H:9]1[C@@:28]2([CH3:29])[C:13](=[CH:14][CH:15]=[C:16]3[C@@H:27]2[CH2:26][CH2:25][C@@:24]2([CH3:30])[C@H:17]3[CH2:18][CH:19]=[C:20]2[C@H:21]([O:23][CH2:57][C:58]([O:60][C:61]([CH3:64])([CH3:63])[CH3:62])=[O:59])[CH3:22])[CH2:12][C@@H:11]([O:31][Si:32]([C:35]([CH3:37])([CH3:36])[CH3:38])([CH3:33])[CH3:34])[CH2:10]1)([C:4]([CH3:7])([CH3:6])[CH3:5])([CH3:3])[CH3:2], predict the reactants needed to synthesize it. The reactants are: [Si:1]([O:8][C@@H:9]1[C@@:28]2([CH3:29])[C:13](=[CH:14][CH:15]=[C:16]3[C@@H:27]2[CH2:26][CH2:25][C@@:24]2([CH3:30])[C@H:17]3[CH2:18][CH:19]=[C:20]2[C@H:21]([OH:23])[CH3:22])[CH2:12][C@@H:11]([O:31][Si:32]([C:35]([CH3:38])([CH3:37])[CH3:36])([CH3:34])[CH3:33])[CH2:10]1)([C:4]([CH3:7])([CH3:6])[CH3:5])([CH3:3])[CH3:2].[H-].[Na+].C1OCCOCCOCCOCCOC1.Br[CH2:57][C:58]([O:60][C:61]([CH3:64])([CH3:63])[CH3:62])=[O:59].